Dataset: Forward reaction prediction with 1.9M reactions from USPTO patents (1976-2016). Task: Predict the product of the given reaction. (1) Given the reactants [F:1][C:2]1[CH:10]=[C:9]([CH3:11])[CH:8]=[CH:7][C:3]=1[C:4]([OH:6])=[O:5].[C:12](OC(O[C:12]([CH3:15])([CH3:14])[CH3:13])N(C)C)([CH3:15])([CH3:14])[CH3:13].O, predict the reaction product. The product is: [F:1][C:2]1[CH:10]=[C:9]([CH3:11])[CH:8]=[CH:7][C:3]=1[C:4]([O:6][C:12]([CH3:15])([CH3:14])[CH3:13])=[O:5]. (2) Given the reactants [Cl:1][C:2]1[CH:3]=[C:4]([C:8]2[N:12]([C:13]3[CH:18]=[CH:17][CH:16]=[C:15]([C:19]#[N:20])[CH:14]=3)[N:11]=[C:10]([C:21]([O:23]CC)=[O:22])[CH:9]=2)[CH:5]=[CH:6][CH:7]=1.ClC1C=C(N2C(C3C=C(F)C=C(Cl)C=3)=CC(C(O)=O)=N2)C=CC=1F, predict the reaction product. The product is: [Cl:1][C:2]1[CH:3]=[C:4]([C:8]2[N:12]([C:13]3[CH:18]=[CH:17][CH:16]=[C:15]([C:19]#[N:20])[CH:14]=3)[N:11]=[C:10]([C:21]([OH:23])=[O:22])[CH:9]=2)[CH:5]=[CH:6][CH:7]=1. (3) Given the reactants [C:1]1([CH3:42])[CH:6]=[CH:5][CH:4]=[CH:3][C:2]=1[N:7]1[CH2:12][CH2:11][N:10]([NH:13][C:14]([C@@H:16]2[CH2:21][N:20](C(OC(C)(C)C)=O)[CH2:19][CH2:18][N:17]2[S:29]([C:32]2[CH:37]=[CH:36][C:35]([O:38][CH3:39])=[C:34]([O:40][CH3:41])[CH:33]=2)(=[O:31])=[O:30])=[O:15])[CH2:9][CH2:8]1.FC(F)(F)C(O)=O, predict the reaction product. The product is: [C:1]1([CH3:42])[CH:6]=[CH:5][CH:4]=[CH:3][C:2]=1[N:7]1[CH2:12][CH2:11][N:10]([NH:13][C:14]([CH:16]2[CH2:21][NH:20][CH2:19][CH2:18][N:17]2[S:29]([C:32]2[CH:37]=[CH:36][C:35]([O:38][CH3:39])=[C:34]([O:40][CH3:41])[CH:33]=2)(=[O:30])=[O:31])=[O:15])[CH2:9][CH2:8]1. (4) Given the reactants C([O:5][C:6](=[O:18])[CH:7]([N:9]1[C:13]([C:14]([O:16][CH3:17])=[O:15])=[CH:12][N:11]=[N:10]1)[CH3:8])(C)(C)C.Cl, predict the reaction product. The product is: [CH3:17][O:16][C:14]([C:13]1[N:9]([CH:7]([CH3:8])[C:6]([OH:18])=[O:5])[N:10]=[N:11][CH:12]=1)=[O:15].